From a dataset of Forward reaction prediction with 1.9M reactions from USPTO patents (1976-2016). Predict the product of the given reaction. (1) Given the reactants [I:1][CH2:2][CH2:3][CH2:4][CH2:5][CH2:6][CH2:7][CH2:8][CH2:9][CH2:10][CH3:11].[NH2:12][C:13]1[C:22]2[C:17](=[CH:18][CH:19]=[CH:20][CH:21]=2)[N:16]=[C:15]([CH3:23])[CH:14]=1, predict the reaction product. The product is: [I-:1].[CH2:2]([N+:16]1[C:17]2[C:22](=[CH:21][CH:20]=[CH:19][CH:18]=2)[C:13]([NH2:12])=[CH:14][C:15]=1[CH3:23])[CH2:3][CH2:4][CH2:5][CH2:6][CH2:7][CH2:8][CH2:9][CH2:10][CH3:11]. (2) Given the reactants [CH3:13][C:12]([O:11][C:9](O[C:9]([O:11][C:12]([CH3:15])([CH3:14])[CH3:13])=[O:10])=[O:10])([CH3:15])[CH3:14].[CH3:16][CH:17]1[NH:22][CH:21]([CH3:23])[CH2:20][N:19]([C:24]2[CH:29]=[CH:28][CH:27]=[CH:26][C:25]=2[N+:30]([O-:32])=[O:31])[CH2:18]1, predict the reaction product. The product is: [C:12]([O:11][C:9]([N:22]1[CH:21]([CH3:23])[CH2:20][N:19]([C:24]2[CH:29]=[CH:28][CH:27]=[CH:26][C:25]=2[N+:30]([O-:32])=[O:31])[CH2:18][CH:17]1[CH3:16])=[O:10])([CH3:13])([CH3:14])[CH3:15]. (3) Given the reactants Cl.[Cl:2][C:3]1[CH:21]=[CH:20][C:6]([CH2:7][C:8]2[C:9]([CH3:19])=[N:10][CH:11]=[N:12][C:13]=2[C@H:14]2[CH2:18][CH2:17][CH2:16][NH:15]2)=[CH:5][CH:4]=1.C(N(CC)C(C)C)(C)C.[N:31]([C:34]1[C:35]([CH3:40])=[N:36][O:37][C:38]=1[CH3:39])=[C:32]=[O:33], predict the reaction product. The product is: [Cl:2][C:3]1[CH:21]=[CH:20][C:6]([CH2:7][C:8]2[C:13]([C@H:14]3[CH2:18][CH2:17][CH2:16][N:15]3[C:32]([NH:31][C:34]3[C:35]([CH3:40])=[N:36][O:37][C:38]=3[CH3:39])=[O:33])=[N:12][CH:11]=[N:10][C:9]=2[CH3:19])=[CH:5][CH:4]=1. (4) Given the reactants [CH2:1]([O:3][C:4]1[N:8]([CH2:9][CH2:10][OH:11])[N:7]=[C:6]([C:12]2[CH:17]=[CH:16][CH:15]=[CH:14][CH:13]=2)[CH:5]=1)[CH3:2].[Cl:18][C:19]1[CH:20]=[C:21]([CH:24]=[CH:25][C:26]=1O)[CH:22]=[O:23].C1CCN(C(N=NC(N2CCCCC2)=O)=O)CC1.C(P(CCCC)CCCC)CCC, predict the reaction product. The product is: [Cl:18][C:19]1[CH:20]=[C:21]([CH:24]=[CH:25][C:26]=1[O:11][CH2:10][CH2:9][N:8]1[C:4]([O:3][CH2:1][CH3:2])=[CH:5][C:6]([C:12]2[CH:17]=[CH:16][CH:15]=[CH:14][CH:13]=2)=[N:7]1)[CH:22]=[O:23]. (5) Given the reactants [Cl:1][C:2]1[C:3]([CH2:25][C:26]2[CH:31]=[CH:30][C:29]([CH2:32][CH3:33])=[CH:28][CH:27]=2)=[CH:4][C:5]([C@H:14]2[C@H:19]([OH:20])[C@@H:18]([OH:21])[C@H:17]([OH:22])[C@@H:16]([CH2:23][OH:24])[O:15]2)=[C:6]([CH:13]=1)[CH2:7][O:8][CH2:9][C:10](=[O:12])[CH3:11].[BH4-].[Na+].CO, predict the reaction product. The product is: [Cl:1][C:2]1[C:3]([CH2:25][C:26]2[CH:27]=[CH:28][C:29]([CH2:32][CH3:33])=[CH:30][CH:31]=2)=[CH:4][C:5]([C@H:14]2[C@H:19]([OH:20])[C@@H:18]([OH:21])[C@H:17]([OH:22])[C@@H:16]([CH2:23][OH:24])[O:15]2)=[C:6]([CH2:7][O:8][CH2:9][CH:10]([OH:12])[CH3:11])[CH:13]=1.